From a dataset of Forward reaction prediction with 1.9M reactions from USPTO patents (1976-2016). Predict the product of the given reaction. Given the reactants [CH3:1][O:2][C:3]1[CH:4]=[C:5]([C:9]([CH3:19])([CH3:18])[CH2:10][CH:11]([OH:17])[C:12]([O:14][CH2:15][CH3:16])=[O:13])[CH:6]=[CH:7][CH:8]=1.CS(C)=O.C(N(CC)CC)C, predict the reaction product. The product is: [CH2:15]([O:14][C:12](=[O:13])[C:11](=[O:17])[CH2:10][C:9]([C:5]1[CH:6]=[CH:7][CH:8]=[C:3]([O:2][CH3:1])[CH:4]=1)([CH3:19])[CH3:18])[CH3:16].